Predict the product of the given reaction. From a dataset of Forward reaction prediction with 1.9M reactions from USPTO patents (1976-2016). (1) Given the reactants S1[CH:5]=[CH:4][N:3]=[C:2]1[C:6]([NH2:8])=[NH:7].[CH3:9][C:10]1C=CN=C(C#N)[CH:11]=1, predict the reaction product. The product is: [CH3:11][C:10]1[CH:5]=[CH:4][N:3]=[C:2]([C:6]([NH2:8])=[NH:7])[CH:9]=1. (2) Given the reactants C(NC(=O)NC1C=CC(C2N=C(N3CCOC[C@@H]3C)C3CCN(C(OC(C)(C)C)=O)CC=3N=2)=CC=1)C.Cl[C:38]1[N:39]=[C:40]([N:52]2[CH2:57][CH2:56][O:55][CH2:54][C@@H:53]2[CH3:58])[C:41]2[CH2:46][N:45]([C:47]([O:49][CH2:50][CH3:51])=[O:48])[CH2:44][C:42]=2[N:43]=1.CC1(C)C(C)(C)OB([C:67]2[CH:72]=[CH:71][C:70]([NH:73][C:74](=[O:80])[NH:75][CH2:76][C:77]([OH:79])=[O:78])=[CH:69][CH:68]=2)O1, predict the reaction product. The product is: [CH2:50]([O:49][C:47]([N:45]1[CH2:46][C:41]2[C:40]([N:52]3[CH2:57][CH2:56][O:55][CH2:54][C@@H:53]3[CH3:58])=[N:39][C:38]([C:67]3[CH:68]=[CH:69][C:70]([NH:73][C:74](=[O:80])[NH:75][CH2:76][C:77]([OH:79])=[O:78])=[CH:71][CH:72]=3)=[N:43][C:42]=2[CH2:44]1)=[O:48])[CH3:51]. (3) Given the reactants Br[C:2]1[CH:12]=[CH:11][C:5]([C:6]([O:8][CH2:9][CH3:10])=[O:7])=[CH:4][CH:3]=1.[NH:13]([C:15]([O:17][C:18]([CH3:21])([CH3:20])[CH3:19])=[O:16])[NH2:14].C(=O)([O-])[O-].[Cs+].[Cs+], predict the reaction product. The product is: [CH2:9]([O:8][C:6]([C:5]1[CH:11]=[CH:12][C:2]([N:13]([C:15]([O:17][C:18]([CH3:21])([CH3:20])[CH3:19])=[O:16])[NH2:14])=[CH:3][CH:4]=1)=[O:7])[CH3:10].